From a dataset of Reaction yield outcomes from USPTO patents with 853,638 reactions. Predict the reaction yield, written as a fraction of the theoretical maximum amount of product (1.0 means a 100% yield; for example, 0.34 means a 34% yield). (1) The reactants are [CH2:1]([NH:8][C:9](=[O:28])[C@@H:10]([CH2:19][O:20]CC1C=CC=CC=1)[NH:11]C(OC(C)(C)C)=O)[C:2]1[CH:7]=[CH:6][CH:5]=[CH:4][CH:3]=1.Cl. The catalyst is ClCCl. The product is [CH2:1]([NH:8][C:9](=[O:28])[C@@H:10]([CH:19]([CH2:1][C:2]1[CH:7]=[CH:6][CH:5]=[CH:4][CH:3]=1)[OH:20])[NH2:11])[C:2]1[CH:3]=[CH:4][CH:5]=[CH:6][CH:7]=1. The yield is 0.450. (2) The reactants are Br[C:2]1[CH:29]=[CH:28][C:5]([CH2:6][N:7]2[C:11]3[CH:12]=[CH:13][CH:14]=[CH:15][C:10]=3[N:9]([CH2:16][CH2:17][CH2:18][O:19][C:20]3[CH:25]=[CH:24][C:23]([F:26])=[CH:22][CH:21]=3)[C:8]2=[NH:27])=[CH:4][CH:3]=1.[Cl:30][C:31]1[CH:43]=[CH:42][C:34]([CH2:35][N:36]2[CH2:41][CH2:40][NH:39][CH2:38][CH2:37]2)=[CH:33][CH:32]=1.CC(C)([O-])C.[K+].C1C=CC(P(C2C(C3C(P(C4C=CC=CC=4)C4C=CC=CC=4)=CC=C4C=3C=CC=C4)=C3C(C=CC=C3)=CC=2)C2C=CC=CC=2)=CC=1. The catalyst is C1(C)C=CC=CC=1.C1C=CC(/C=C/C(/C=C/C2C=CC=CC=2)=O)=CC=1.C1C=CC(/C=C/C(/C=C/C2C=CC=CC=2)=O)=CC=1.C1C=CC(/C=C/C(/C=C/C2C=CC=CC=2)=O)=CC=1.[Pd].[Pd]. The product is [Cl:30][C:31]1[CH:43]=[CH:42][C:34]([CH2:35][N:36]2[CH2:41][CH2:40][N:39]([C:2]3[CH:29]=[CH:28][C:5]([CH2:6][N:7]4[C:11]5[CH:12]=[CH:13][CH:14]=[CH:15][C:10]=5[N:9]([CH2:16][CH2:17][CH2:18][O:19][C:20]5[CH:25]=[CH:24][C:23]([F:26])=[CH:22][CH:21]=5)[C:8]4=[NH:27])=[CH:4][CH:3]=3)[CH2:38][CH2:37]2)=[CH:33][CH:32]=1. The yield is 0.180. (3) The yield is 0.900. The product is [C:16]([C:13]1[CH:14]=[CH:15][C:2]([Cl:1])=[C:3]([CH2:4][CH:5]([CH2:10][CH2:9][CH2:8][SH:7])[C:6]([OH:11])=[O:20])[CH:12]=1)([OH:18])=[O:17]. The catalyst is C1COCC1. The reactants are [Cl:1][C:2]1[CH:15]=[CH:14][C:13]([C:16]([O:18]C)=[O:17])=[CH:12][C:3]=1[CH2:4][CH:5]1[CH2:10][CH2:9][CH2:8][S:7][C:6]1=[O:11].[OH-:20].[Na+]. (4) The reactants are [CH3:1][C:2]1[NH:3][C:4]2[C:9]([C:10]=1[C:11]([O:13][C:14]([CH3:17])([CH3:16])[CH3:15])=[O:12])=[C:8]([C:18]([F:21])([F:20])[F:19])[C:7](OS(C(F)(F)F)(=O)=O)=[CH:6][CH:5]=2.O.N#N.[CH3:33][N:34]1C(=O)CCC1. The catalyst is CC(OC)(C)C.C1(P(C2C=CC=CC=2)[C-]2C=CC=C2)C=CC=CC=1.[C-]1(P(C2C=CC=CC=2)C2C=CC=CC=2)C=CC=C1.[Fe+2].[C-]#N.[Zn+2].[C-]#N. The product is [C:33]([C:7]1[C:8]([C:18]([F:21])([F:20])[F:19])=[C:9]2[C:4](=[CH:5][CH:6]=1)[NH:3][C:2]([CH3:1])=[C:10]2[C:11]([O:13][C:14]([CH3:17])([CH3:16])[CH3:15])=[O:12])#[N:34]. The yield is 0.850. (5) The reactants are [CH2:1]([OH:17])[CH2:2][CH2:3][CH2:4][CH2:5][CH2:6][CH2:7][CH2:8][CH2:9][CH2:10][CH2:11][CH2:12][CH2:13][CH2:14][CH2:15][CH3:16].[CH2:18]1[CH:22]([CH2:23][CH2:24][CH2:25][CH2:26][C:27](N)=[O:28])SS[CH2:19]1. The catalyst is CCCCCC. The product is [C:27]([O:17][CH2:1][CH2:2][CH2:3][CH2:4][CH2:5][CH2:6][CH2:7][CH2:8][CH2:9][CH2:10][CH2:11][CH2:12][CH2:13][CH2:14][CH2:15][CH3:16])(=[O:28])[CH2:26][CH2:25][CH2:24][CH2:23][CH2:22][CH2:18][CH2:19][CH2:1]/[CH:2]=[CH:3]\[CH2:4][CH2:5][CH3:6]. The yield is 0.880. (6) The reactants are [C:1]([O:5][C:6]([N:8]1[CH2:13][CH2:12][O:11][CH:10]([C:14]2[CH:19]=[CH:18][C:17]([N+:20]([O-])=O)=[CH:16][CH:15]=2)[CH2:9]1)=[O:7])([CH3:4])([CH3:3])[CH3:2]. The catalyst is CO.[Pd]. The product is [C:1]([O:5][C:6]([N:8]1[CH2:13][CH2:12][O:11][CH:10]([C:14]2[CH:15]=[CH:16][C:17]([NH2:20])=[CH:18][CH:19]=2)[CH2:9]1)=[O:7])([CH3:4])([CH3:2])[CH3:3]. The yield is 0.780. (7) No catalyst specified. The product is [Cl:16][C:17]1[CH:22]=[C:21]([NH:14][C:9]2[N:8]=[C:7]([C:6]3[N:2]([CH3:1])[C:3]([CH3:15])=[N:4][CH:5]=3)[C:12]([F:13])=[CH:11][N:10]=2)[CH:20]=[N:19][C:18]=1[C:24]([N:26]1[CH2:27][CH2:28][N:29]([CH3:32])[CH2:30][CH2:31]1)=[O:25]. The yield is 0.270. The reactants are [CH3:1][N:2]1[C:6]([C:7]2[C:12]([F:13])=[CH:11][N:10]=[C:9]([NH2:14])[N:8]=2)=[CH:5][N:4]=[C:3]1[CH3:15].[Cl:16][C:17]1[C:18]([C:24]([N:26]2[CH2:31][CH2:30][N:29]([CH3:32])[CH2:28][CH2:27]2)=[O:25])=[N:19][CH:20]=[C:21](Cl)[CH:22]=1.